This data is from Experimentally validated miRNA-target interactions with 360,000+ pairs, plus equal number of negative samples. The task is: Binary Classification. Given a miRNA mature sequence and a target amino acid sequence, predict their likelihood of interaction. (1) The miRNA is mmu-miR-343 with sequence UCUCCCUUCAUGUGCCCAGA. The protein sequence of the target gene is MNESASQEELRPAQENRKEDKERKWNLTEVKELHETLQSVPDVPVKEDTNSVVEKAMDEIKSQELNLEGQRKISPGSIKDSKTEASGNIAIRKSAKVIFALDETELKSKPEHTWKKNLFERMEARAQAMQQKIIDKENLKKELEKKAEKKLPRDNLAKEWFNTDSMTLNNTAYLLDKLLPTLVPGVENMLTQVEKKKVLTEADTPSKFDPINYLGEYLIRNNPNYIKDPGMSGYQRLMKEVTEDLKIYVPDTICNRVSKMKENVKQNRKQRESIDKIIVKVANTRKQALQEQFDEWILDP.... Result: 0 (no interaction). (2) The miRNA is hsa-miR-6737-5p with sequence UUGGGGUGGUCGGCCCUGGAG. The protein sequence of the target gene is MPRPGTMALCLLTLVLSLLPPQAAAEQDLSVNRAVWDGGGCISQGDVLNRQCQQLSQHVRTGSAANTATGTTSTNVVEPRMYLSCSTNPEMTSIESSVTSDTPGVSSTRMTPTESRTTSESTSDSTTLFPSSTEDTSSPTTPEGTDVPMSTPSEESISSTMAFVSTAPLPSFEAYTSLTYKVDMSTPLTTSTQASSSPTTPESTTIPKSTNSEGSTPLTSMPASTMKVASSEAITLLTTPVEISTPVTISAQASSSPTTAEGPSLSNSAPSGGSTPLTRMPLSVMLVVSSEASTLSTTPA.... Result: 1 (interaction).